Dataset: Forward reaction prediction with 1.9M reactions from USPTO patents (1976-2016). Task: Predict the product of the given reaction. (1) Given the reactants [O:1]=[C:2]1[C:10]2[CH:9]=[C:8]3[O:11][CH2:12][O:13][C:7]3=[CH:6][C:5]=2[CH2:4][N:3]1[CH2:14][CH2:15][CH:16]1[CH2:21][CH2:20][N:19](C(OC(C)(C)C)=O)[CH2:18][CH2:17]1.[ClH:29], predict the reaction product. The product is: [ClH:29].[NH:19]1[CH2:20][CH2:21][CH:16]([CH2:15][CH2:14][N:3]2[C:2](=[O:1])[C:10]3[CH:9]=[C:8]4[O:11][CH2:12][O:13][C:7]4=[CH:6][C:5]=3[CH2:4]2)[CH2:17][CH2:18]1. (2) Given the reactants [F:1][C:2]1[CH:3]=[C:4]([CH:33]=[CH:34][CH:35]=1)[CH2:5][N:6]1[C:14]2[C:9](=[CH:10][C:11]([NH:15][C:16]3[C:25]4[C:20](=[CH:21][CH:22]=[CH:23][C:24]=4[O:26][C@H:27]([CH3:32])[C:28](OC)=[O:29])[N:19]=[CH:18][N:17]=3)=[CH:12][CH:13]=2)[CH:8]=[N:7]1.[NH:36]1[CH2:40][CH2:39][CH2:38][CH2:37]1, predict the reaction product. The product is: [F:1][C:2]1[CH:3]=[C:4]([CH:33]=[CH:34][CH:35]=1)[CH2:5][N:6]1[C:14]2[C:9](=[CH:10][C:11]([NH:15][C:16]3[C:25]4[C:20](=[CH:21][CH:22]=[CH:23][C:24]=4[O:26][C@H:27]([CH3:32])[C:28](=[O:29])[N:36]4[CH2:40][CH2:39][CH2:38][CH2:37]4)[N:19]=[CH:18][N:17]=3)=[CH:12][CH:13]=2)[CH:8]=[N:7]1. (3) Given the reactants [CH3:1][O:2][C:3]1[C:8]([O:9][CH3:10])=[C:7]([O:11][CH3:12])[CH:6]=[C:5]([CH3:13])[C:4]=1Br.BrCCBr.[Br:19][C:20]1[CH:21]=[CH:22][C:23]([O:29][CH3:30])=[C:24]([C:27]=1[CH3:28])[CH:25]=[O:26].O, predict the reaction product. The product is: [Br:19][C:20]1[CH:21]=[CH:22][C:23]([O:29][CH3:30])=[C:24]([C:27]=1[CH3:28])[CH:25]([OH:26])[C:4]1[C:5]([CH3:13])=[CH:6][C:7]([O:11][CH3:12])=[C:8]([O:9][CH3:10])[C:3]=1[O:2][CH3:1]. (4) Given the reactants [CH3:1][C:2](=O)[CH2:3][C:4](=O)[CH3:5].[NH2:8][C:9]1[N:13]=[C:12]([SH:14])[NH:11][N:10]=1.N1CCCCC1, predict the reaction product. The product is: [CH3:1][C:2]1[CH:3]=[C:4]([CH3:5])[N:10]2[N:11]=[C:12]([SH:14])[N:13]=[C:9]2[N:8]=1.